This data is from Full USPTO retrosynthesis dataset with 1.9M reactions from patents (1976-2016). The task is: Predict the reactants needed to synthesize the given product. Given the product [F:27][C:26]1[CH:25]=[CH:24][CH:23]=[C:22]([F:28])[C:21]=1[C:16]1[N:15]=[C:14]([C:13]([NH:12][C:8]2[CH:9]=[N:10][S:11][C:7]=2[O:6][CH2:5][CH2:51][CH:49]2[CH2:48][O:47][C:46]([CH3:54])([CH3:45])[O:50]2)=[O:29])[CH:19]=[CH:18][C:17]=1[F:20], predict the reactants needed to synthesize it. The reactants are: N1CC([CH2:5][O:6][C:7]2[S:11][N:10]=[CH:9][C:8]=2[NH:12][C:13](=[O:29])[C:14]2[CH:19]=[CH:18][C:17]([F:20])=[C:16]([C:21]3[C:26]([F:27])=[CH:25][CH:24]=[CH:23][C:22]=3[F:28])[N:15]=2)C1.OCC1CCN(C(OC(C)(C)C)=O)CC1.[CH3:45][C:46]1([CH3:54])[O:50][CH:49]([CH2:51]CO)[CH2:48][O:47]1.